This data is from Full USPTO retrosynthesis dataset with 1.9M reactions from patents (1976-2016). The task is: Predict the reactants needed to synthesize the given product. (1) The reactants are: [NH2:1][C:2]1[S:3][C:4]([C:11]2[CH:16]=[CH:15][CH:14]=[CH:13][CH:12]=2)=[CH:5][C:6]=1[C:7]([O:9][CH3:10])=[O:8].[Cl:17][C:18]([Cl:25])([Cl:24])[C:19]([N:21]=[C:22]=[O:23])=[O:20]. Given the product [C:11]1([C:4]2[S:3][C:2]([NH:1][C:22]([NH:21][C:19](=[O:20])[C:18]([Cl:25])([Cl:24])[Cl:17])=[O:23])=[C:6]([C:7]([O:9][CH3:10])=[O:8])[CH:5]=2)[CH:16]=[CH:15][CH:14]=[CH:13][CH:12]=1, predict the reactants needed to synthesize it. (2) Given the product [F:24][C:19]1[CH:20]=[CH:21][CH:22]=[CH:23][C:18]=1[O:17][C:14]1[CH:13]=[CH:12][C:11]([C:10]2[C:3]3[C:4](=[N:5][CH:6]=[N:7][C:2]=3[NH2:1])[N:8]([C@@H:25]3[CH2:30][CH2:29][CH2:28][NH:27][CH2:26]3)[N:9]=2)=[CH:16][CH:15]=1, predict the reactants needed to synthesize it. The reactants are: [NH2:1][C:2]1[N:7]=[CH:6][N:5]=[C:4]2[N:8]([C@@H:25]3[CH2:30][CH2:29][CH2:28][N:27](C(OC(C)(C)C)=O)[CH2:26]3)[N:9]=[C:10]([C:11]3[CH:16]=[CH:15][C:14]([O:17][C:18]4[CH:23]=[CH:22][CH:21]=[CH:20][C:19]=4[F:24])=[CH:13][CH:12]=3)[C:3]=12.FC(F)(F)C(O)=O. (3) Given the product [C:21]([Si:18]([CH3:20])([CH3:19])[O:17][CH:12]1[C:9]2=[N:10][CH:11]=[C:6]([N:5]3[CH2:2][C@H:1]([CH2:41][NH:42][C:43](=[O:45])[CH3:44])[O:3][C:4]3=[O:25])[CH:7]=[C:8]2[CH2:16][CH2:15][CH2:14][CH2:13]1)([CH3:24])([CH3:23])[CH3:22], predict the reactants needed to synthesize it. The reactants are: [CH2:1]([O:3][C:4](=[O:25])[NH:5][C:6]1[CH:7]=[C:8]2[CH2:16][CH2:15][CH2:14][CH2:13][CH:12]([O:17][Si:18]([C:21]([CH3:24])([CH3:23])[CH3:22])([CH3:20])[CH3:19])[C:9]2=[N:10][CH:11]=1)[CH3:2].CO.CC(C)([O-])C.[Li+].C(O[C@@H]([CH2:41][NH:42][C:43](=[O:45])[CH3:44])CCl)(=O)C. (4) Given the product [N:14]1[CH:15]=[CH:16][CH:17]=[CH:18][C:13]=1[C:11]1[CH:10]=[N:9][N:8]([C:4]2[N:3]=[C:2]([C:21]3[CH:20]=[N:19][CH:24]=[CH:23][CH:22]=3)[CH:7]=[CH:6][CH:5]=2)[CH:12]=1, predict the reactants needed to synthesize it. The reactants are: Br[C:2]1[CH:7]=[CH:6][CH:5]=[C:4]([N:8]2[CH:12]=[C:11]([C:13]3[CH:18]=[CH:17][CH:16]=[CH:15][N:14]=3)[CH:10]=[N:9]2)[N:3]=1.[N:19]1[CH:24]=[CH:23][CH:22]=[C:21](B(O)O)[CH:20]=1.C(=O)([O-])[O-].[K+].[K+].CO. (5) Given the product [CH2:3]([N:10]([CH2:21][CH2:22][C:23]1[CH:28]=[CH:27][C:26]([S:29]([C:32]2[CH:33]=[CH:34][C:35]([O:38][CH2:40][C:41]([O:43][CH2:44][CH3:45])=[O:42])=[CH:36][CH:37]=2)(=[O:31])=[O:30])=[CH:25][CH:24]=1)[CH2:11][C@@H:12]([C:14]1[CH:19]=[CH:18][CH:17]=[C:16]([Cl:20])[CH:15]=1)[OH:13])[C:4]1[CH:5]=[CH:6][CH:7]=[CH:8][CH:9]=1, predict the reactants needed to synthesize it. The reactants are: [H-].[Na+].[CH2:3]([N:10]([CH2:21][CH2:22][C:23]1[CH:28]=[CH:27][C:26]([S:29]([C:32]2[CH:37]=[CH:36][C:35]([OH:38])=[CH:34][CH:33]=2)(=[O:31])=[O:30])=[CH:25][CH:24]=1)[CH2:11][C@@H:12]([C:14]1[CH:19]=[CH:18][CH:17]=[C:16]([Cl:20])[CH:15]=1)[OH:13])[C:4]1[CH:9]=[CH:8][CH:7]=[CH:6][CH:5]=1.Br[CH2:40][C:41]([O:43][CH2:44][CH3:45])=[O:42].O.